Regression. Given a peptide amino acid sequence and an MHC pseudo amino acid sequence, predict their binding affinity value. This is MHC class II binding data. From a dataset of Peptide-MHC class II binding affinity with 134,281 pairs from IEDB. The peptide sequence is DYVIFTQTTETAHSC. The MHC is DRB1_0101 with pseudo-sequence DRB1_0101. The binding affinity (normalized) is 0.571.